From a dataset of Forward reaction prediction with 1.9M reactions from USPTO patents (1976-2016). Predict the product of the given reaction. (1) Given the reactants Cl[Si](C)(C)C.[CH3:6][CH:7]1[C:11](=[O:12])[CH2:10][CH2:9][O:8]1.Br[CH2:14][C:15](=[CH2:21])[C:16](OCC)=[O:17].[Cl-].[NH4+], predict the reaction product. The product is: [CH3:6][CH:7]1[O:8][CH2:9][CH2:10][C:11]21[O:12][C:16](=[O:17])[C:15](=[CH2:14])[CH2:21]2. (2) Given the reactants [CH2:1]([C@@:5]1([CH2:41][CH3:42])[NH:11][C@H:10]([C:12]2[CH:17]=[CH:16][CH:15]=[CH:14][CH:13]=2)[C:9]2[CH:18]=[C:19]([O:37][CH3:38])[C:20]([CH2:22][NH:23][CH:24]([CH2:31][C:32]([O:34]CC)=[O:33])[CH2:25][C:26]([O:28]CC)=[O:27])=[CH:21][C:8]=2[S:7](=[O:40])(=[O:39])[CH2:6]1)[CH2:2][CH2:3][CH3:4].[OH-].[Li+], predict the reaction product. The product is: [CH2:1]([C@@:5]1([CH2:41][CH3:42])[NH:11][C@H:10]([C:12]2[CH:13]=[CH:14][CH:15]=[CH:16][CH:17]=2)[C:9]2[CH:18]=[C:19]([O:37][CH3:38])[C:20]([CH2:22][NH:23][CH:24]([CH2:31][C:32]([OH:34])=[O:33])[CH2:25][C:26]([OH:28])=[O:27])=[CH:21][C:8]=2[S:7](=[O:39])(=[O:40])[CH2:6]1)[CH2:2][CH2:3][CH3:4]. (3) The product is: [Cl:1][C:2]1[CH:7]=[CH:6][C:5]([S:8]([N:11]2[CH2:17][CH2:16][CH2:15][CH2:14][C:13]3[CH:18]=[CH:19][CH:20]=[CH:21][C:12]2=3)(=[O:9])=[O:10])=[CH:4][C:3]=1[NH:22][C:23](=[O:28])[CH2:24][C:25](=[O:26])[CH3:27]. Given the reactants [Cl:1][C:2]1[CH:7]=[CH:6][C:5]([S:8]([N:11]2[CH2:17][CH2:16][CH2:15][CH2:14][C:13]3[CH:18]=[CH:19][CH:20]=[CH:21][C:12]2=3)(=[O:10])=[O:9])=[CH:4][C:3]=1[NH2:22].[C:23](OC(C)(C)C)(=[O:28])[CH2:24][C:25]([CH3:27])=[O:26], predict the reaction product. (4) Given the reactants [C:1]([O:4][C@@H:5]([CH3:9])[C:6]([OH:8])=O)(=[O:3])[CH3:2].CN1CCOCC1.ClC(OCC(C)C)=O.[NH2:25][C:26]1[CH:31]=[C:30]([O:32][C:33]2[C:38]([F:39])=[CH:37][C:36]([NH:40][C:41]([C:43]3([C:46]([NH:48][C:49]4[CH:54]=[CH:53][C:52]([F:55])=[CH:51][CH:50]=4)=[O:47])[CH2:45][CH2:44]3)=[O:42])=[C:35]([F:56])[CH:34]=2)[CH:29]=[CH:28][N:27]=1, predict the reaction product. The product is: [C:1]([O:4][C@@H:5]([CH3:9])[C:6]([NH:25][C:26]1[CH:31]=[C:30]([O:32][C:33]2[CH:34]=[C:35]([F:56])[C:36]([NH:40][C:41]([C:43]3([C:46](=[O:47])[NH:48][C:49]4[CH:50]=[CH:51][C:52]([F:55])=[CH:53][CH:54]=4)[CH2:45][CH2:44]3)=[O:42])=[CH:37][C:38]=2[F:39])[CH:29]=[CH:28][N:27]=1)=[O:8])(=[O:3])[CH3:2].